Dataset: Reaction yield outcomes from USPTO patents with 853,638 reactions. Task: Predict the reaction yield, written as a fraction of the theoretical maximum amount of product (1.0 means a 100% yield; for example, 0.34 means a 34% yield). (1) The reactants are Br[CH2:2][CH2:3][CH2:4][CH2:5][CH2:6][N:7]1[C:11]2[CH:12]=[CH:13][CH:14]=[CH:15][C:10]=2[N:9]([C:16]2[CH:21]=[CH:20][CH:19]=[CH:18][C:17]=2[F:22])[S:8]1(=[O:24])=[O:23].[CH3:25][NH:26][CH3:27]. No catalyst specified. The product is [F:22][C:17]1[CH:18]=[CH:19][CH:20]=[CH:21][C:16]=1[N:9]1[C:10]2[CH:15]=[CH:14][CH:13]=[CH:12][C:11]=2[N:7]([CH2:6][CH2:5][CH2:4][CH2:3][CH2:2][N:26]([CH3:27])[CH3:25])[S:8]1(=[O:24])=[O:23]. The yield is 0.940. (2) The reactants are [N:1]1([CH:7]2[CH2:12][CH2:11][N:10]([C:13]([C:15]3[CH:16]=[C:17]4[C:21](=[CH:22][CH:23]=3)[NH:20][C:19]([C:24]([N:26]3[CH2:31][CH2:30][C:29]([F:33])([F:32])[CH2:28][CH2:27]3)=[O:25])=[CH:18]4)=[O:14])[CH2:9][CH2:8]2)[CH2:6][CH2:5][CH2:4][CH2:3][CH2:2]1.[Cl:34][C:35]1[CH:36]=[C:37](B(O)O)[CH:38]=[CH:39][CH:40]=1.N1C=CC=CC=1. The yield is 0.770. The product is [N:1]1([CH:7]2[CH2:12][CH2:11][N:10]([C:13]([C:15]3[CH:16]=[C:17]4[C:21](=[CH:22][CH:23]=3)[N:20]([C:39]3[CH:38]=[CH:37][CH:36]=[C:35]([Cl:34])[CH:40]=3)[C:19]([C:24]([N:26]3[CH2:31][CH2:30][C:29]([F:33])([F:32])[CH2:28][CH2:27]3)=[O:25])=[CH:18]4)=[O:14])[CH2:9][CH2:8]2)[CH2:2][CH2:3][CH2:4][CH2:5][CH2:6]1. The catalyst is ClCCl.C([O-])(=O)C.[Cu+2].C([O-])(=O)C.